This data is from Reaction yield outcomes from USPTO patents with 853,638 reactions. The task is: Predict the reaction yield, written as a fraction of the theoretical maximum amount of product (1.0 means a 100% yield; for example, 0.34 means a 34% yield). (1) The reactants are [F:1][CH:2]([F:15])[O:3][C:4]1[C:9]([C:10]#[N:11])=[C:8]([O:12][CH3:13])[N:7]=[C:6]([CH3:14])[CH:5]=1.[C:16](O[C:16]([O:18][C:19]([CH3:22])([CH3:21])[CH3:20])=[O:17])([O:18][C:19]([CH3:22])([CH3:21])[CH3:20])=[O:17].C(N(CC)CC)C. The catalyst is O1CCCC1.[Ni]. The product is [C:19]([O:18][C:16](=[O:17])[NH:11][CH2:10][C:9]1[C:8]([O:12][CH3:13])=[N:7][C:6]([CH3:14])=[CH:5][C:4]=1[O:3][CH:2]([F:1])[F:15])([CH3:22])([CH3:21])[CH3:20]. The yield is 1.00. (2) The reactants are Cl.O1CCOCC1.[C:8]([N:11]1[C:20]2[C:15](=[CH:16][C:17]([C:21](=[O:23])[NH2:22])=[CH:18][CH:19]=2)[C@H:14]([NH:24][C:25]2[CH:30]=[CH:29][C:28]([N:31]3[CH2:36][CH2:35][N:34](C(OC(C)(C)C)=O)[CH2:33][CH2:32]3)=[CH:27][CH:26]=2)[C@@H:13]([CH3:44])[C@@H:12]1[CH:45]1[CH2:47][CH2:46]1)(=[O:10])[CH3:9]. No catalyst specified. The product is [C:8]([N:11]1[C:20]2[C:15](=[CH:16][C:17]([C:21]([NH2:22])=[O:23])=[CH:18][CH:19]=2)[C@H:14]([NH:24][C:25]2[CH:30]=[CH:29][C:28]([N:31]3[CH2:32][CH2:33][NH:34][CH2:35][CH2:36]3)=[CH:27][CH:26]=2)[C@@H:13]([CH3:44])[C@@H:12]1[CH:45]1[CH2:46][CH2:47]1)(=[O:10])[CH3:9]. The yield is 0.400. (3) The reactants are [CH2:1]([OH:13])[CH2:2][O:3][CH2:4][CH2:5][O:6][CH2:7][CH2:8][O:9][CH2:10][CH2:11][OH:12].[N-:14]=[N+:15]=[N-:16].[Na+]. The catalyst is C(#N)C. The product is [N-:14]=[N+:15]=[N-:16].[CH2:11]([OH:12])[CH2:10][O:9][CH2:8][CH2:7][O:6][CH2:5][CH2:4][O:3][CH2:2][CH2:1][OH:13]. The yield is 0.260. (4) The reactants are CC([Si](C1C=CC=CC=1)(C1C=CC=CC=1)[O:6][C:7]1[C:15]2[N:14]=[C:13]([CH3:16])[N:12]([CH2:17][C:18]3[C:27]4[C:22](=[CH:23][CH:24]=[CH:25][CH:26]=4)[CH:21]=[CH:20][CH:19]=3)[C:11]=2[CH:10]=[C:9]([N:28]2[CH2:33][CH2:32][O:31][CH2:30][CH2:29]2)[CH:8]=1)(C)C.CCCC[N+](CCCC)(CCCC)CCCC.[F-]. The catalyst is C1COCC1. The product is [CH3:16][C:13]1[N:12]([CH2:17][C:18]2[C:27]3[C:22](=[CH:23][CH:24]=[CH:25][CH:26]=3)[CH:21]=[CH:20][CH:19]=2)[C:11]2[CH:10]=[C:9]([N:28]3[CH2:33][CH2:32][O:31][CH2:30][CH2:29]3)[CH:8]=[C:7]([OH:6])[C:15]=2[N:14]=1. The yield is 0.940.